From a dataset of Forward reaction prediction with 1.9M reactions from USPTO patents (1976-2016). Predict the product of the given reaction. (1) Given the reactants C(OC(=O)[NH:7][C:8]1[N:17]([CH2:18][CH2:19][CH3:20])[CH2:16][C:15]2[C:10](=[CH:11][CH:12]=[C:13]([O:21][C:22]3[CH:27]=[CH:26][CH:25]=[C:24]([CH2:28][NH:29][CH2:30][C:31]4[C:36]([CH3:37])=[CH:35][C:34]([CH3:38])=[CH:33][C:32]=4[CH3:39])[CH:23]=3)[CH:14]=2)[N:9]=1)(C)(C)C, predict the reaction product. The product is: [CH2:18]([N:17]1[CH2:16][C:15]2[C:10](=[CH:11][CH:12]=[C:13]([O:21][C:22]3[CH:27]=[CH:26][CH:25]=[C:24]([CH2:28][NH:29][CH2:30][C:31]4[C:36]([CH3:37])=[CH:35][C:34]([CH3:38])=[CH:33][C:32]=4[CH3:39])[CH:23]=3)[CH:14]=2)[N:9]=[C:8]1[NH2:7])[CH2:19][CH3:20]. (2) Given the reactants [C:1]([CH2:3][C:4](=[S:6])[NH2:5])#[N:2].Br[CH2:8][C:9](=O)[CH3:10].C(N(CC)CC)C.CO, predict the reaction product. The product is: [CH3:10][C:9]1[N:5]=[C:4]([CH2:3][C:1]#[N:2])[S:6][CH:8]=1. (3) Given the reactants Cl[S:2]([N:5]=[C:6]=[O:7])(=[O:4])=[O:3].[C:8]([OH:12])([CH3:11])([CH3:10])[CH3:9].CCN(C(C)C)C(C)C.[CH2:22]([O:29][C:30]1[C:34]([O:35][CH2:36][C:37]2[CH:42]=[CH:41][CH:40]=[CH:39][CH:38]=2)=[CH:33][N:32]([C:43]2[CH:48]=[CH:47][C:46]([O:49][CH3:50])=[CH:45][CH:44]=2)[C:31]=1[C:51]([N:53]([CH3:55])[CH3:54])=[O:52])[C:23]1[CH:28]=[CH:27][CH:26]=[CH:25][CH:24]=1, predict the reaction product. The product is: [CH2:36]([O:35][C:34]1[C:30]([O:29][CH2:22][C:23]2[CH:28]=[CH:27][CH:26]=[CH:25][CH:24]=2)=[C:31]([C:51](=[O:52])[N:53]([CH3:55])[CH3:54])[N:32]([C:43]2[CH:44]=[CH:45][C:46]([O:49][CH3:50])=[CH:47][CH:48]=2)[C:33]=1[S:2]([NH:5][C:6](=[O:7])[O:12][C:8]([CH3:11])([CH3:10])[CH3:9])(=[O:4])=[O:3])[C:37]1[CH:42]=[CH:41][CH:40]=[CH:39][CH:38]=1. (4) Given the reactants [NH2:1][C:2]1[CH:3]=[C:4]([CH:21]=[CH:22][CH:23]=1)[O:5][C:6]1[CH:18]=[CH:17][C:9]2[N:10]=[C:11]([NH:13][C:14](=[O:16])[CH3:15])[S:12][C:8]=2[C:7]=1[C:19]#[N:20].[Cl:24][C:25]1[CH:30]=[CH:29][C:28]([C:31]([F:34])([F:33])[F:32])=[CH:27][C:26]=1[N:35]=[C:36]=[O:37], predict the reaction product. The product is: [Cl:24][C:25]1[CH:30]=[CH:29][C:28]([C:31]([F:34])([F:33])[F:32])=[CH:27][C:26]=1[NH:35][C:36]([NH:1][C:2]1[CH:3]=[C:4]([CH:21]=[CH:22][CH:23]=1)[O:5][C:6]1[CH:18]=[CH:17][C:9]2[N:10]=[C:11]([NH:13][C:14](=[O:16])[CH3:15])[S:12][C:8]=2[C:7]=1[C:19]#[N:20])=[O:37]. (5) Given the reactants F[C:2]1[CH:7]=[C:6]([O:8][CH3:9])[CH:5]=[CH:4][N:3]=1.[F:10][C:11]1[CH:18]=[CH:17][CH:16]=[C:15]([F:19])[C:12]=1[CH2:13][OH:14].CC(C)([O-])C.[K+], predict the reaction product. The product is: [F:10][C:11]1[CH:18]=[CH:17][CH:16]=[C:15]([F:19])[C:12]=1[CH2:13][O:14][C:2]1[CH:7]=[C:6]([O:8][CH3:9])[CH:5]=[CH:4][N:3]=1. (6) Given the reactants C([SiH](CC)CC)C.[CH2:8]([C@H:15]1[CH2:19][O:18][C:17](=[O:20])[N:16]1[C:21](=[O:42])[C@@H:22]([O:32][C:33]1[CH:38]=[CH:37][C:36]([CH:39]([CH3:41])[CH3:40])=[CH:35][CH:34]=1)[C@H:23](O)[C:24]1[CH:29]=[CH:28][C:27]([OH:30])=[CH:26][CH:25]=1)[C:9]1[CH:14]=[CH:13][CH:12]=[CH:11][CH:10]=1, predict the reaction product. The product is: [CH2:8]([C@H:15]1[CH2:19][O:18][C:17](=[O:20])[N:16]1[C:21](=[O:42])[C@@H:22]([O:32][C:33]1[CH:38]=[CH:37][C:36]([CH:39]([CH3:40])[CH3:41])=[CH:35][CH:34]=1)[CH2:23][C:24]1[CH:29]=[CH:28][C:27]([OH:30])=[CH:26][CH:25]=1)[C:9]1[CH:14]=[CH:13][CH:12]=[CH:11][CH:10]=1. (7) Given the reactants [C:1]([OH:6])(=[O:5])/[CH:2]=[CH:3]/[CH3:4].[CH3:7][Si:8]([CH3:11])([CH3:10])Cl.N1C=CC=CC=1, predict the reaction product. The product is: [C:1]([O:6][Si:8]([CH3:11])([CH3:10])[CH3:7])(=[O:5])/[CH:2]=[CH:3]/[CH3:4]. (8) Given the reactants [C:1]([O:5][C:6]([NH:8][C@H:9]([CH2:29][C:30]1[CH:35]=[C:34]([F:36])[C:33]([F:37])=[CH:32][C:31]=1[F:38])[CH2:10][C:11]([N:13]1[CH2:18][CH2:17][N:16]2[C:19]([C:25]([F:28])([F:27])[F:26])=[N:20][C:21]([C:22]([OH:24])=[O:23])=[C:15]2[CH2:14]1)=[O:12])=[O:7])([CH3:4])([CH3:3])[CH3:2].[C:39](=[O:51])([O:44][CH:45]1[CH2:50][CH2:49][CH2:48][CH2:47][CH2:46]1)[O:40][CH:41](Cl)[CH3:42].[I-].[K+].C(=O)([O-])[O-].[K+].[K+], predict the reaction product. The product is: [CH:45]1([O:44][C:39]([O:40][CH2:41][CH2:42][O:23][C:22]([C:21]2[N:20]=[C:19]([C:25]([F:27])([F:28])[F:26])[N:16]3[CH2:17][CH2:18][N:13]([C:11](=[O:12])[CH2:10][C@H:9]([NH:8][C:6]([O:5][C:1]([CH3:4])([CH3:2])[CH3:3])=[O:7])[CH2:29][C:30]4[CH:35]=[C:34]([F:36])[C:33]([F:37])=[CH:32][C:31]=4[F:38])[CH2:14][C:15]=23)=[O:24])=[O:51])[CH2:50][CH2:49][CH2:48][CH2:47][CH2:46]1. (9) Given the reactants [Cl:1][C:2]1[CH:3]=[C:4]([C:12]2[N:17]=[CH:16][C:15]([C:18]3[C:19]([CH2:33][CH3:34])=[C:20]([CH2:24][CH2:25][N:26]([CH3:32])[CH2:27][C:28]([O:30]C)=[O:29])[CH:21]=[CH:22][CH:23]=3)=[CH:14][N:13]=2)[CH:5]=[CH:6][C:7]=1[O:8][CH:9]([CH3:11])[CH3:10].[OH-].[Na+], predict the reaction product. The product is: [Cl:1][C:2]1[CH:3]=[C:4]([C:12]2[N:13]=[CH:14][C:15]([C:18]3[C:19]([CH2:33][CH3:34])=[C:20]([CH2:24][CH2:25][N:26]([CH3:32])[CH2:27][C:28]([OH:30])=[O:29])[CH:21]=[CH:22][CH:23]=3)=[CH:16][N:17]=2)[CH:5]=[CH:6][C:7]=1[O:8][CH:9]([CH3:11])[CH3:10].